Dataset: Full USPTO retrosynthesis dataset with 1.9M reactions from patents (1976-2016). Task: Predict the reactants needed to synthesize the given product. (1) The reactants are: [Cl:1][C:2]1[CH:7]=[CH:6][C:5]([C@H:8]2[C@H:13]([O:14][CH2:15][C:16]3[CH:21]=[CH:20][CH:19]=[CH:18][CH:17]=3)[C@@H:12]([O:22][CH2:23][C:24]3[CH:29]=[CH:28][CH:27]=[CH:26][CH:25]=3)[C@H:11]([O:30][CH2:31][C:32]3[CH:37]=[CH:36][CH:35]=[CH:34][CH:33]=3)[C@@H:10]([CH2:38][O:39][CH2:40][C:41]3[CH:46]=[CH:45][CH:44]=[CH:43][CH:42]=3)[O:9]2)=[CH:4][C:3]=1[CH2:47][C:48](O)=[O:49].C(N1C=CN=C1)(N1C=CN=C1)=O.[N+:63]([CH3:66])([O-:65])=[O:64].[H-].[Na+]. Given the product [Cl:1][C:2]1[CH:7]=[CH:6][C:5]([C@H:8]2[C@H:13]([O:14][CH2:15][C:16]3[CH:21]=[CH:20][CH:19]=[CH:18][CH:17]=3)[C@@H:12]([O:22][CH2:23][C:24]3[CH:25]=[CH:26][CH:27]=[CH:28][CH:29]=3)[C@H:11]([O:30][CH2:31][C:32]3[CH:33]=[CH:34][CH:35]=[CH:36][CH:37]=3)[C@@H:10]([CH2:38][O:39][CH2:40][C:41]3[CH:46]=[CH:45][CH:44]=[CH:43][CH:42]=3)[O:9]2)=[CH:4][C:3]=1[CH2:47][C:48](=[O:49])[CH2:66][N+:63]([O-:65])=[O:64], predict the reactants needed to synthesize it. (2) The reactants are: [NH:1]1[C:9]2[C:4](=[N:5][CH:6]=[CH:7][CH:8]=2)[CH:3]=[C:2]1[C:10]([NH2:12])=[O:11].[Cl:13][C:14]1[C:19]([Cl:20])=[CH:18][CH:17]=[CH:16][C:15]=1[S:21][S:21][C:15]1[CH:16]=[CH:17][CH:18]=[C:19]([Cl:20])[C:14]=1[Cl:13]. Given the product [Cl:13][C:14]1[C:19]([Cl:20])=[CH:18][CH:17]=[CH:16][C:15]=1[S:21][C:3]1[C:4]2=[N:5][CH:6]=[CH:7][CH:8]=[C:9]2[NH:1][C:2]=1[C:10]([NH2:12])=[O:11], predict the reactants needed to synthesize it. (3) Given the product [CH2:7]([C@@H:8]1[CH2:12][O:11][C:10](=[O:13])[N:9]1[C:19](=[O:24])[CH2:20][CH2:21][CH:22]=[CH2:23])[C:1]1[CH:2]=[CH:3][CH:4]=[CH:5][CH:6]=1, predict the reactants needed to synthesize it. The reactants are: [C:1]1([CH2:7][C@@H:8]2[CH2:12][O:11][C:10](=[O:13])[NH:9]2)[CH:6]=[CH:5][CH:4]=[CH:3][CH:2]=1.[Li]CCCC.[C:19](Cl)(=[O:24])[CH2:20][CH2:21][CH:22]=[CH2:23]. (4) Given the product [OH:21][CH:16](/[C:15](=[CH:14]\[CH2:13][CH:12]1[C:2]2([CH3:1])[CH:7]([C:6]([CH2:23][OH:24])([CH3:22])[CH:5]([OH:25])[CH2:4][CH2:3]2)[CH2:8][CH2:9][C:10]1=[CH2:11])/[C:19]([NH:26][NH2:27])=[O:20])[CH2:17][OH:18], predict the reactants needed to synthesize it. The reactants are: [CH3:1][C@:2]12[C@H:12]([CH2:13]/[CH:14]=[C:15]3\[C@H:16]([OH:21])[CH2:17][O:18][C:19]\3=[O:20])[C:10](=[CH2:11])[CH2:9][CH2:8][C@@H:7]1[C@@:6]([CH2:23][OH:24])([CH3:22])[C@H:5]([OH:25])[CH2:4][CH2:3]2.[NH2:26][NH2:27]. (5) Given the product [F:30][CH2:29][CH2:28][O:27][C:24]1[CH:25]=[CH:26][C:21]([CH2:20][C@H:12]([C:13]([OH:15])=[O:14])[CH2:11][C@@H:10]([C:36]([OH:38])=[O:37])[NH2:9])=[CH:22][C:23]=1[OH:31], predict the reactants needed to synthesize it. The reactants are: Cl.C(OC([NH:9][C@H:10]([C:36]([O:38]C(C)(C)C)=[O:37])[CH2:11][C@H:12]([CH2:20][C:21]1[CH:26]=[CH:25][C:24]([O:27][CH2:28][CH2:29][F:30])=[C:23]([O:31]C(C)(C)C)[CH:22]=1)[C:13]([O:15]C(C)(C)C)=[O:14])=O)(C)(C)C. (6) Given the product [CH3:1][C:2]([CH3:17])([CH3:16])[C:3]([NH:5][CH2:6][CH2:7][C:8]1[CH:9]=[CH:10][C:11]([C:12]#[N:13])=[CH:14][CH:15]=1)=[O:4], predict the reactants needed to synthesize it. The reactants are: [CH3:1][C:2]([CH3:17])([CH3:16])[C:3]([NH:5][CH2:6][CH2:7][C:8]1[CH:15]=[CH:14][C:11]([CH2:12][NH2:13])=[CH:10][CH:9]=1)=[O:4].C(#N)C1C=CC=CC=1. (7) Given the product [CH3:30][N:31]([CH2:42][C:43]1[N:47]([CH2:48][C@@H:49]2[CH2:54][CH2:53][CH2:52][N:51]([CH3:55])[CH2:50]2)[C:46]2[CH:56]=[CH:57][CH:58]=[CH:59][C:45]=2[N:44]=1)[C@H:32]1[C:41]2[N:40]=[CH:39][CH:38]=[CH:37][C:36]=2[CH2:35][CH2:34][CH2:33]1, predict the reactants needed to synthesize it. The reactants are: CN(CC1N(C[C@@H]2CCCNC2)C2C=CC=CC=2N=1)[C@H]1C2N=CC=CC=2CCC1.[CH3:30][N:31]([CH2:42][C:43]1[N:47]([CH2:48][C@H:49]2[CH2:54][CH2:53][CH2:52][N:51]([CH3:55])[CH2:50]2)[C:46]2[CH:56]=[CH:57][CH:58]=[CH:59][C:45]=2[N:44]=1)[C@@H:32]1[C:41]2[N:40]=[CH:39][CH:38]=[CH:37][C:36]=2[CH2:35][CH2:34][CH2:33]1. (8) Given the product [CH3:1][O:2][C:3]1[N:8]=[C:7]2[N:9]=[C:10]([S:12]([CH2:13][C:14]3[C:19]([CH3:20])=[C:18]([O:21][CH3:22])[C:17]([CH3:23])=[CH:16][N:15]=3)=[O:47])[NH:11][C:6]2=[CH:5][CH:4]=1, predict the reactants needed to synthesize it. The reactants are: [CH3:1][O:2][C:3]1[N:8]=[C:7]2[N:9]=[C:10]([S:12][CH2:13][C:14]3[C:19]([CH3:20])=[C:18]([O:21][CH3:22])[C:17]([CH3:23])=[CH:16][N:15]=3)[NH:11][C:6]2=[CH:5][CH:4]=1.OO.CC[C@@H]1[C@@H]2C[C@H]([C@@H](OC3N=C(C4C=CC=CC=4)N=C(O[C@@H](C4C=CN=C5C=4C=C(OC)C=C5)[C@@H]4N5C[C@H](CC)[C@@H](CC5)C4)C=3C3C=CC=CC=3)C3C=CN=C4C=3C=C([O:47]C)C=C4)N(CC2)C1.